This data is from Catalyst prediction with 721,799 reactions and 888 catalyst types from USPTO. The task is: Predict which catalyst facilitates the given reaction. Reactant: [CH2:1]([O:3][C:4]([C:6]1[C:7]([C:31]([O:33][CH2:34][CH3:35])=[O:32])=[C:8]([CH2:27][CH2:28][CH2:29][OH:30])[N:9]2[C:14]=1[C:13]([C:15]1[CH:20]=[CH:19][CH:18]=[CH:17][CH:16]=1)=[CH:12][C:11]([N:21]1[CH2:26][CH2:25][O:24][CH2:23][CH2:22]1)=[N:10]2)=[O:5])[CH3:2].CI.[CH3:38]COCC.CCCCCC. Product: [CH2:1]([O:3][C:4]([C:6]1[C:7]([C:31]([O:33][CH2:34][CH3:35])=[O:32])=[C:8]([CH2:27][CH2:28][CH2:29][O:30][CH3:38])[N:9]2[C:14]=1[C:13]([C:15]1[CH:16]=[CH:17][CH:18]=[CH:19][CH:20]=1)=[CH:12][C:11]([N:21]1[CH2:22][CH2:23][O:24][CH2:25][CH2:26]1)=[N:10]2)=[O:5])[CH3:2]. The catalyst class is: 23.